From a dataset of Catalyst prediction with 721,799 reactions and 888 catalyst types from USPTO. Predict which catalyst facilitates the given reaction. (1) Reactant: CN([CH:4]=[C:5]1[C:10](=O)[CH2:9][CH2:8][CH:7]([C:12]([O:14][CH2:15][CH3:16])=[O:13])[CH2:6]1)C.Cl.[C:18]([NH2:23])(=[NH:22])[CH:19]([CH3:21])[CH3:20]. Product: [CH:19]([C:18]1[N:23]=[CH:4][C:5]2[CH2:6][CH:7]([C:12]([O:14][CH2:15][CH3:16])=[O:13])[CH2:8][CH2:9][C:10]=2[N:22]=1)([CH3:21])[CH3:20]. The catalyst class is: 14. (2) Reactant: [F:1][C:2]([F:13])([F:12])[O:3][C:4]1[CH:5]=[C:6]([CH:9]=[CH:10][CH:11]=1)[CH:7]=O.[NH2:14][C:15]1[CH:22]=[CH:21][C:18]([C:19]#[N:20])=[CH:17][CH:16]=1.[C:23]([O:28]CC)(=O)[C:24]([CH3:26])=O. Product: [F:1][C:2]([F:13])([F:12])[O:3][C:4]1[CH:5]=[C:6]([CH:7]2[N:14]([C:15]3[CH:22]=[CH:21][C:18]([C:19]#[N:20])=[CH:17][CH:16]=3)[C:23](=[O:28])[C:24]([NH:14][C:15]3[CH:22]=[CH:21][C:18]([C:19]#[N:20])=[CH:17][CH:16]=3)=[CH:26]2)[CH:9]=[CH:10][CH:11]=1. The catalyst class is: 15. (3) Product: [Cl:1][C:2]1[CH:7]=[C:6]([Cl:8])[CH:5]=[CH:4][C:3]=1[CH:9]1[CH:18]([C:19]([NH:51][O:63][CH2:64][C:43]2[CH:42]=[CH:41][CH:40]=[C:37]([OH:38])[CH:44]=2)=[O:20])[C:17]2[C:12](=[CH:13][CH:14]=[CH:15][CH:16]=2)[C:11](=[O:22])[N:10]1[CH:23]1[CH2:28][CH2:27][CH2:26][CH2:25][CH:24]1[NH:29][S:30]([CH3:33])(=[O:31])=[O:32]. Reactant: [Cl:1][C:2]1[CH:7]=[C:6]([Cl:8])[CH:5]=[CH:4][C:3]=1[CH:9]1[CH:18]([C:19](O)=[O:20])[C:17]2[C:12](=[CH:13][CH:14]=[CH:15][CH:16]=2)[C:11](=[O:22])[N:10]1[CH:23]1[CH2:28][CH2:27][CH2:26][CH2:25][CH:24]1[NH:29][S:30]([CH3:33])(=[O:32])=[O:31].CN([CH:37]=[O:38])C.C1[CH:40]=[CH:41][C:42]2N(O)N=N[C:43]=2[CH:44]=1.CC[N:51]=C=NCCCN(C)C.C([O:63][CH2:64]C)(=O)C. The catalyst class is: 6. (4) The catalyst class is: 20. Reactant: C[O:2][C:3](=[O:33])[CH2:4][C:5]1[C:14]([CH3:15])=[C:13]([CH:16]2[CH2:21][CH2:20][N:19]([C:22](=[O:31])[C:23]3[CH:28]=[C:27]([F:29])[CH:26]=[CH:25][C:24]=3[F:30])[CH2:18][CH2:17]2)[C:12]2[C:7](=[CH:8][CH:9]=[C:10]([F:32])[CH:11]=2)[CH:6]=1.O.[OH-].[Li+]. Product: [F:30][C:24]1[CH:25]=[CH:26][C:27]([F:29])=[CH:28][C:23]=1[C:22]([N:19]1[CH2:20][CH2:21][CH:16]([C:13]2[C:12]3[C:7](=[CH:8][CH:9]=[C:10]([F:32])[CH:11]=3)[CH:6]=[C:5]([CH2:4][C:3]([OH:33])=[O:2])[C:14]=2[CH3:15])[CH2:17][CH2:18]1)=[O:31].